This data is from Full USPTO retrosynthesis dataset with 1.9M reactions from patents (1976-2016). The task is: Predict the reactants needed to synthesize the given product. (1) Given the product [CH2:29]([O:31][C:32]([C:34]1[CH:39]=[CH:38][C:37]([C:12]2[CH:17]=[CH:16][C:15]([CH2:18][S:19][CH2:20][CH2:21][O:22][C:23]3[CH:28]=[CH:27][CH:26]=[CH:25][CH:24]=3)=[CH:14][CH:13]=2)=[CH:36][CH:35]=1)=[O:33])[CH3:30], predict the reactants needed to synthesize it. The reactants are: C(OC(C1C=C([C:12]2[CH:17]=[CH:16][C:15]([CH2:18][S:19][CH2:20][CH2:21][O:22][C:23]3[CH:28]=[CH:27][CH:26]=[CH:25][CH:24]=3)=[CH:14][CH:13]=2)C=CC=1)=O)C.[CH2:29]([O:31][C:32]([C:34]1[CH:39]=[CH:38][C:37](C2C=CC(CSCCO)=CC=2)=[CH:36][CH:35]=1)=[O:33])[CH3:30].C1(O)C=CC=CC=1.C1(P(C2C=CC=CC=2)C2C=CC=CC=2)C=CC=CC=1. (2) Given the product [CH3:1][C:2]([CH3:7])([CH3:6])[CH2:3][CH:4]([OH:5])[C:12]#[N:13], predict the reactants needed to synthesize it. The reactants are: [CH3:1][C:2]([CH3:7])([CH3:6])[CH2:3][CH:4]=[O:5].C[Si]([C:12]#[N:13])(C)C. (3) Given the product [C:10]([NH:14][S:15]([CH2:18][CH2:19][C:20]1[CH:25]=[CH:24][C:23]([NH2:26])=[C:22]([C:1]2[CH2:6][CH2:5][CH2:4][CH2:3][CH:2]=2)[CH:21]=1)(=[O:17])=[O:16])([CH3:13])([CH3:12])[CH3:11], predict the reactants needed to synthesize it. The reactants are: [C:1]1(B(O)O)[CH2:6][CH2:5][CH2:4][CH2:3][CH:2]=1.[C:10]([NH:14][S:15]([CH2:18][CH2:19][C:20]1[CH:25]=[CH:24][C:23]([NH2:26])=[C:22](Br)[CH:21]=1)(=[O:17])=[O:16])([CH3:13])([CH3:12])[CH3:11]. (4) Given the product [C:5]([O:11][CH2:12][C@H:13]1[CH2:18][C@@H:17]([O:19][Si:20]([C:33]([CH3:36])([CH3:35])[CH3:34])([C:27]2[CH:32]=[CH:31][CH:30]=[CH:29][CH:28]=2)[C:21]2[CH:22]=[CH:23][CH:24]=[CH:25][CH:26]=2)[CH2:16][CH2:15][C@@:14]1([C@H:38]1[CH2:46][CH2:45][C@@:44]2([CH3:47])[C@@H:40]([CH2:41][CH2:42][C@@:43]2([OH:54])[C:48]2[CH:49]=[CH:50][CH:51]=[CH:52][CH:53]=2)[C@@H:39]1[CH2:55][N:1]=[N+:2]=[N-:3])[CH3:37])(=[O:10])[C:6]([CH3:7])([CH3:8])[CH3:9], predict the reactants needed to synthesize it. The reactants are: [N-:1]=[N+:2]=[N-:3].[Na+].[C:5]([O:11][CH2:12][C@H:13]1[CH2:18][C@@H:17]([O:19][Si:20]([C:33]([CH3:36])([CH3:35])[CH3:34])([C:27]2[CH:32]=[CH:31][CH:30]=[CH:29][CH:28]=2)[C:21]2[CH:26]=[CH:25][CH:24]=[CH:23][CH:22]=2)[CH2:16][CH2:15][C@@:14]1([C@H:38]1[CH2:46][CH2:45][C@@:44]2([CH3:47])[C@@H:40]([CH2:41][CH2:42][C@@:43]2([OH:54])[C:48]2[CH:53]=[CH:52][CH:51]=[CH:50][CH:49]=2)[C@@H:39]1[CH2:55]OS(C)(=O)=O)[CH3:37])(=[O:10])[C:6]([CH3:9])([CH3:8])[CH3:7]. (5) Given the product [CH2:18]([C:17]1[O:16][C:15](=[O:21])[CH:14]=[C:13]([OH:12])[CH:22]=1)[CH3:19], predict the reactants needed to synthesize it. The reactants are: FC(F)(F)C(O)=O.C([O:12][C:13](=[O:22])[CH2:14][C:15](=[O:21])[CH2:16][C:17](=O)[CH2:18][CH3:19])(C)(C)C. (6) The reactants are: Cl[C:2]1[CH:7]=[C:6]([C:8]2[O:12][N:11]=[C:10]([C:13]3[CH:18]=[CH:17][N:16]=[C:15]([CH3:19])[CH:14]=3)[N:9]=2)[CH:5]=[C:4]([CH3:20])[N:3]=1.C([O-])([O-])=O.[Cs+].[Cs+].[CH2:27]([NH:29][CH2:30][CH3:31])[CH3:28].CC1(C)C2C(=C(P(C3C=CC=CC=3)C3C=CC=CC=3)C=CC=2)OC2C(P(C3C=CC=CC=3)C3C=CC=CC=3)=CC=CC1=2. Given the product [CH2:27]([N:29]([CH2:30][CH3:31])[C:2]1[CH:7]=[C:6]([C:8]2[O:12][N:11]=[C:10]([C:13]3[CH:18]=[CH:17][N:16]=[C:15]([CH3:19])[CH:14]=3)[N:9]=2)[CH:5]=[C:4]([CH3:20])[N:3]=1)[CH3:28], predict the reactants needed to synthesize it.